From a dataset of Full USPTO retrosynthesis dataset with 1.9M reactions from patents (1976-2016). Predict the reactants needed to synthesize the given product. (1) Given the product [CH2:33]([O:19][C:17]1[CH:16]=[CH:15][C:14]([CH2:20][CH2:21][C:22]([O:24][CH2:25][CH3:26])=[O:23])=[C:13]([O:12][C:3]2[C:2]([Cl:1])=[CH:7][C:6]([C:8]([F:9])([F:11])[F:10])=[CH:5][N:4]=2)[CH:18]=1)[CH2:32][CH:31]=[CH2:30], predict the reactants needed to synthesize it. The reactants are: [Cl:1][C:2]1[C:3]([O:12][C:13]2[CH:18]=[C:17]([OH:19])[CH:16]=[CH:15][C:14]=2[CH2:20][CH2:21][C:22]([O:24][CH2:25][CH3:26])=[O:23])=[N:4][CH:5]=[C:6]([C:8]([F:11])([F:10])[F:9])[CH:7]=1.[H-].[Na+].Br[CH2:30][CH2:31][CH:32]=[CH2:33].O. (2) Given the product [CH2:1]([C:3]1([CH2:25][CH3:26])[CH2:4][CH:5]([CH2:9][CH2:10][N:11]2[CH2:16][CH2:15][N:14]([C:17]3[CH:18]=[CH:21][CH:22]=[C:23]([O:28][CH3:27])[CH:24]=3)[CH2:13][CH2:12]2)[O:6][C:7]1=[O:8])[CH3:2], predict the reactants needed to synthesize it. The reactants are: [CH2:1]([C:3]1([CH2:25][CH3:26])[C:7](=[O:8])[O:6][CH:5]([CH2:9][CH2:10][N:11]2[CH2:16][CH2:15][N:14]([C:17]3[CH:24]=[CH:23][CH:22]=[CH:21][C:18]=3C#N)[CH2:13][CH2:12]2)[CH2:4]1)[CH3:2].[CH3:27][O:28]C1C=C(N2CCNCC2)C=CC=1.N1(C2C=CC=CC=2C#N)CCNCC1. (3) Given the product [CH2:40]([O:47][C:19]([NH:16][C@H:10]1[C@@H:5]([C:3]([O:2][CH3:1])=[O:4])[CH2:6][CH:7]=[CH:8][CH2:9]1)=[O:27])[C:41]1[CH:46]=[CH:45][CH:44]=[CH:43][CH:42]=1, predict the reactants needed to synthesize it. The reactants are: [CH3:1][O:2][C:3]([C@@H:5]1[C@H:10](C(O)=O)[CH2:9][CH:8]=[CH:7][CH2:6]1)=[O:4].C([N:16]([CH2:19]C)CC)C.C1C=CC([O:27]P(OC2C=CC=CC=2)(N=[N+]=[N-])=O)=CC=1.[CH2:40]([OH:47])[C:41]1[CH:46]=[CH:45][CH:44]=[CH:43][CH:42]=1. (4) Given the product [CH3:47][C:43]1([CH3:46])[C:42]2[C:37]([O:36][C:33]3[N:32]=[CH:31][C:30]([N:29]4[C:27](=[O:28])[C@@H:26]([CH2:48][CH3:49])[NH:25][C:3]4=[O:4])=[CH:35][CH:34]=3)=[CH:38][CH:39]=[CH:40][C:41]=2[O:45][CH2:44]1, predict the reactants needed to synthesize it. The reactants are: CC1(C)C2C(OC3N=CC(NC(=O)[C@@H](C)N)=CC=3)=CC=CC=2[O:4][CH2:3]1.[NH2:25][C@H:26]([CH2:48][CH3:49])[C:27]([NH:29][C:30]1[CH:31]=[N:32][C:33]([O:36][C:37]2[C:42]3[C:43]([CH3:47])([CH3:46])[CH2:44][O:45][C:41]=3[CH:40]=[CH:39][CH:38]=2)=[CH:34][CH:35]=1)=[O:28]. (5) The reactants are: Cl[C:2]1[N:7]=[C:6]([C:8]2[CH:13]=[CH:12][C:11]([Cl:14])=[CH:10][CH:9]=2)[CH:5]=[C:4]([C:15]([F:18])([F:17])[F:16])[N:3]=1.[NH:19]1[CH:23]=[CH:22][N:21]=[CH:20]1. Given the product [Cl:14][C:11]1[CH:12]=[CH:13][C:8]([C:6]2[CH:5]=[C:4]([C:15]([F:18])([F:17])[F:16])[N:3]=[C:2]([N:19]3[CH:23]=[CH:22][N:21]=[CH:20]3)[N:7]=2)=[CH:9][CH:10]=1, predict the reactants needed to synthesize it.